Dataset: Catalyst prediction with 721,799 reactions and 888 catalyst types from USPTO. Task: Predict which catalyst facilitates the given reaction. (1) Reactant: [OH:1][C:2](C(F)(F)F)=O.[CH3:8][O:9][C:10](=[O:30])[C@@H:11]([CH3:29])[CH2:12][C@H:13]([NH2:28])[C:14](=[O:27])[NH:15][C:16]([CH3:26])([CH3:25])[CH2:17][C:18]1[CH:23]=[CH:22][C:21]([F:24])=[CH:20][CH:19]=1.CCN(C(C)C)C(C)C.[C:40]1([CH:46]2[CH2:51][CH2:50][NH:49][CH2:48][CH2:47]2)[CH:45]=[CH:44][CH:43]=[CH:42][CH:41]=1.N1(C2CCCCCCCCCC2)CCCN=CCCCCC1. Product: [CH3:8][O:9][C:10](=[O:30])[C@@H:11]([CH3:29])[CH2:12][C@@H:13]([C:14](=[O:27])[NH:15][C:16]([CH3:25])([CH3:26])[CH2:17][C:18]1[CH:19]=[CH:20][C:21]([F:24])=[CH:22][CH:23]=1)[NH:28][C:2]([N:49]1[CH2:48][CH2:47][CH:46]([C:40]2[CH:45]=[CH:44][CH:43]=[CH:42][CH:41]=2)[CH2:51][CH2:50]1)=[O:1]. The catalyst class is: 10. (2) Reactant: Cl.[F:2][C:3]([F:18])([F:17])[C:4]1[CH:5]=[CH:6][C:7]([NH:10][C@H:11]2[CH2:15][CH2:14][CH2:13][C@@H:12]2[NH2:16])=[N:8][CH:9]=1.[F:19][C:20]1[CH:28]=[CH:27][CH:26]=[C:25]([N:29]2[N:33]=[CH:32][CH:31]=[N:30]2)[C:21]=1[C:22](O)=[O:23].CCN(C(C)C)C(C)C.N1C2C(=NC=CC=2)N(O)N=1.C(Cl)CCl. Product: [F:19][C:20]1[CH:28]=[CH:27][CH:26]=[C:25]([N:29]2[N:33]=[CH:32][CH:31]=[N:30]2)[C:21]=1[C:22]([NH:16][C@H:12]1[CH2:13][CH2:14][CH2:15][C@@H:11]1[NH:10][C:7]1[CH:6]=[CH:5][C:4]([C:3]([F:2])([F:17])[F:18])=[CH:9][N:8]=1)=[O:23]. The catalyst class is: 2. (3) Reactant: Cl.Cl.[CH3:3][C:4]1[N:9]=[CH:8][N:7]=[C:6]([C:10]2[CH:11]=[C:12]3[C:16](=[CH:17][CH:18]=2)[C@H:15]([N:19]2[CH2:22][C:21]4([CH2:27][CH2:26][NH:25][CH2:24][CH2:23]4)[CH2:20]2)[CH2:14][CH2:13]3)[CH:5]=1.[CH3:28][C:29]1[S:33][C:32]2=[N:34][C:35]([CH2:37][C:38](O)=[O:39])=[CH:36][N:31]2[N:30]=1.C(N(CC)CC)C.C(P1(=O)OP(CCC)(=O)OP(CCC)(=O)O1)CC. Product: [CH3:28][C:29]1[S:33][C:32]2=[N:34][C:35]([CH2:37][C:38]([N:25]3[CH2:26][CH2:27][C:21]4([CH2:22][N:19]([C@H:15]5[C:16]6[C:12](=[CH:11][C:10]([C:6]7[CH:5]=[C:4]([CH3:3])[N:9]=[CH:8][N:7]=7)=[CH:18][CH:17]=6)[CH2:13][CH2:14]5)[CH2:20]4)[CH2:23][CH2:24]3)=[O:39])=[CH:36][N:31]2[N:30]=1. The catalyst class is: 46. (4) Reactant: [C:1]([C:4]1[CH:9]=[CH:8][C:7]([C@H:10]([NH:12][S:13]([CH3:16])(=[O:15])=[O:14])[CH3:11])=[CH:6][CH:5]=1)(=[O:3])[CH3:2].[BH4-].[Na+]. Product: [OH:3][CH:1]([C:4]1[CH:5]=[CH:6][C:7]([C@H:10]([NH:12][S:13]([CH3:16])(=[O:15])=[O:14])[CH3:11])=[CH:8][CH:9]=1)[CH3:2]. The catalyst class is: 14.